From a dataset of Forward reaction prediction with 1.9M reactions from USPTO patents (1976-2016). Predict the product of the given reaction. (1) Given the reactants [OH:1][CH2:2][CH2:3][CH2:4][C:5]1[C:6](=[O:21])[N:7]([C:11]2[CH:16]=[CH:15][C:14]([N+:17]([O-])=O)=[CH:13][C:12]=2[CH3:20])[CH:8]=[CH:9][CH:10]=1.[H][H], predict the reaction product. The product is: [NH2:17][C:14]1[CH:15]=[CH:16][C:11]([N:7]2[CH:8]=[CH:9][CH:10]=[C:5]([CH2:4][CH2:3][CH2:2][OH:1])[C:6]2=[O:21])=[C:12]([CH3:20])[CH:13]=1. (2) Given the reactants [NH2:1][CH2:2][CH:3]1[O:7][CH:6]([O:8][CH:9]([CH:49]2[CH:53]([OH:54])[CH:52]([OH:55])[CH:51]([N:56]3[CH:61]=[CH:60][C:59](=[O:62])[NH:58][C:57]3=[O:63])[O:50]2)[CH:10]([C:46]([OH:48])=[O:47])[NH:11][CH2:12][CH2:13][CH2:14][NH:15][C:16](=[O:45])[CH:17]([CH:40]([OH:44])[CH:41]([CH3:43])[CH3:42])[NH:18][C:19](=[O:39])[CH:20]([CH:32]2[CH2:37][CH2:36][NH:35][C:34](=[NH:38])[NH:33]2)[NH:21][C:22](=[O:31])[NH:23][CH:24]([CH:28]([CH3:30])[CH3:29])[C:25]([OH:27])=[O:26])[CH:5]([O:64][CH3:65])[CH:4]1[OH:66].O.[O-2].[O-2].[O-2].O=[Si]=O.O=[Si]=O.O=[Si]=O.O=[Si]=O.[Al+3].[Al+3].[CH:85](=O)[CH2:86][CH2:87][CH2:88][CH3:89].C(O[BH-](OC(=O)C)OC(=O)C)(=O)C.[Na+], predict the reaction product. The product is: [NH2:1][CH2:2][C@H:3]1[O:7][CH:6]([O:8][C@@H:9]([C@@H:49]2[C@@H:53]([OH:54])[C@@H:52]([OH:55])[C@H:51]([N:56]3[CH:61]=[CH:60][C:59](=[O:62])[NH:58][C:57]3=[O:63])[O:50]2)[CH:10]([C:46]([OH:48])=[O:47])[N:11]([CH2:85][CH2:86][CH2:87][CH2:88][CH3:89])[CH2:12][CH2:13][CH2:14][NH:15][C:16](=[O:45])[CH:17]([CH:40]([OH:44])[CH:41]([CH3:42])[CH3:43])[NH:18][C:19](=[O:39])[CH:20]([CH:32]2[CH2:37][CH2:36][NH:35][C:34](=[NH:38])[NH:33]2)[NH:21][C:22](=[O:31])[NH:23][CH:24]([CH:28]([CH3:29])[CH3:30])[C:25]([OH:27])=[O:26])[C@H:5]([O:64][CH3:65])[C@H:4]1[OH:66]. (3) Given the reactants [C:1]1([C:22]2[CH:27]=[CH:26][CH:25]=[CH:24][CH:23]=2)[C:2]([C:7]([C:9]2[NH:10][C:11]3[C:16]([C:17]=2[CH2:18][C:19]([OH:21])=[O:20])=[CH:15][CH:14]=[CH:13][CH:12]=3)=[O:8])=[CH:3][CH:4]=[CH:5][CH:6]=1.C[Si]([N-][Si](C)(C)C)(C)C.[Na+].[CH2:38]1[CH2:42]O[CH2:40][CH2:39]1.BrCC1CC1.Cl, predict the reaction product. The product is: [C:1]1([C:22]2[CH:27]=[CH:26][CH:25]=[CH:24][CH:23]=2)[C:2]([C:7]([C:9]2[N:10]([CH2:40][CH:39]3[CH2:42][CH2:38]3)[C:11]3[C:16]([C:17]=2[CH2:18][C:19]([OH:21])=[O:20])=[CH:15][CH:14]=[CH:13][CH:12]=3)=[O:8])=[CH:3][CH:4]=[CH:5][CH:6]=1. (4) Given the reactants [NH2:1][C:2]1[C:11]([S:12]CC2C=CC=CC=2)=[CH:10][C:5]([C:6]([O:8][CH3:9])=[O:7])=[C:4]([NH:20][C:21]2[CH:26]=[CH:25][CH:24]=[CH:23][C:22]=2[F:27])[C:3]=1[F:28].Cl.[N:30]([O-])=O.[Na+].C([O-])(O)=O.[Na+], predict the reaction product. The product is: [F:28][C:3]1[C:2]2[N:1]=[N:30][S:12][C:11]=2[CH:10]=[C:5]([C:6]([O:8][CH3:9])=[O:7])[C:4]=1[NH:20][C:21]1[CH:26]=[CH:25][CH:24]=[CH:23][C:22]=1[F:27]. (5) Given the reactants N#N.[NH:3]1[C:7]2[CH:8]=[CH:9][CH:10]=[CH:11][C:6]=2[N:5]=[C:4]1[C@H:12]([NH:21]C(=O)OC(C)(C)C)[CH2:13][C:14]1[CH:19]=[CH:18][C:17]([Br:20])=[CH:16][CH:15]=1.[ClH:29], predict the reaction product. The product is: [ClH:29].[ClH:29].[NH:3]1[C:7]2[CH:8]=[CH:9][CH:10]=[CH:11][C:6]=2[N:5]=[C:4]1[C@H:12]([NH2:21])[CH2:13][C:14]1[CH:19]=[CH:18][C:17]([Br:20])=[CH:16][CH:15]=1.